This data is from Forward reaction prediction with 1.9M reactions from USPTO patents (1976-2016). The task is: Predict the product of the given reaction. (1) Given the reactants CC1(C)N([O])C(C)(C)CCC1.[O:12]([CH2:30][CH2:31][C:32]1(CCO)[CH2:37][CH2:36][CH2:35][CH2:34][CH2:33]1)[Si:13]([C:26]([CH3:29])([CH3:28])[CH3:27])([C:20]1[CH:25]=[CH:24][CH:23]=[CH:22][CH:21]=1)[C:14]1[CH:19]=[CH:18][CH:17]=[CH:16][CH:15]=1.[C:41](O)(=[O:43])[CH3:42].C(O)(=O)C.IC1C=CC=CC=1, predict the reaction product. The product is: [O:12]([CH2:30][CH2:31][C:32]1([C:41](=[O:43])[CH3:42])[CH2:37][CH2:36][CH2:35][CH2:34][CH2:33]1)[Si:13]([C:26]([CH3:28])([CH3:27])[CH3:29])([C:14]1[CH:15]=[CH:16][CH:17]=[CH:18][CH:19]=1)[C:20]1[CH:21]=[CH:22][CH:23]=[CH:24][CH:25]=1. (2) Given the reactants [N:1]1([CH:5]2[CH2:10][CH2:9][N:8]([CH2:11][C:12]3[S:13][C:14]4[N:15]=[C:16]([Cl:27])[N:17]=[C:18]([N:21]5[CH2:26][CH2:25][O:24][CH2:23][CH2:22]5)[C:19]=4[N:20]=3)[CH2:7][CH2:6]2)[CH2:4][CH2:3][CH2:2]1.N1CCC(N2CC[O:37][CH2:36]C2)CC1, predict the reaction product. The product is: [Cl:27][C:16]1[N:17]=[C:18]([N:21]2[CH2:26][CH2:25][O:24][CH2:23][CH2:22]2)[C:19]2[N:20]=[C:12]([CH2:11][N:8]3[CH2:9][CH2:10][CH:5]([N:1]4[CH2:4][CH2:3][O:37][CH2:36][CH2:2]4)[CH2:6][CH2:7]3)[S:13][C:14]=2[N:15]=1. (3) Given the reactants O=O.[OH:3][CH:4]([CH3:8])[C:5](=[O:7])[CH3:6].[CH3:9][C@@H:10]([OH:14])[C@@H:11]([OH:13])[CH3:12].CC(O)C(O)C, predict the reaction product. The product is: [CH3:6][CH:5]([OH:7])[CH:4]([OH:3])[CH3:8].[OH:14][CH:10]([CH3:9])[C:11](=[O:13])[CH3:12]. (4) Given the reactants [F:1][C:2]([F:18])([F:17])[C:3]1[CH:8]=[CH:7][C:6]([C:9]2[N:14]=[CH:13][C:12]([CH:15]=O)=[CH:11][N:10]=2)=[CH:5][CH:4]=1.[CH3:19][C:20]([S@@:23]([NH2:25])=[O:24])([CH3:22])[CH3:21].CO.C([O-])(O)=O.[Na+], predict the reaction product. The product is: [F:1][C:2]([F:18])([F:17])[C:3]1[CH:8]=[CH:7][C:6]([C:9]2[N:14]=[CH:13][C:12](/[CH:15]=[N:25]/[S@:23]([C:20]([CH3:22])([CH3:21])[CH3:19])=[O:24])=[CH:11][N:10]=2)=[CH:5][CH:4]=1. (5) Given the reactants Br[C:2]1[CH:11]=[CH:10][C:9]2[C:4](=[CH:5][CH:6]=[C:7](Br)[CH:8]=2)[CH:3]=1.[C:13]([Si:15]([CH3:18])([CH3:17])[CH3:16])#[CH:14], predict the reaction product. The product is: [CH3:16][Si:15]([C:13]#[C:14][C:2]1[CH:11]=[CH:10][C:9]2[C:4](=[CH:5][CH:6]=[C:7]([C:14]#[C:13][Si:15]([CH3:18])([CH3:17])[CH3:16])[CH:8]=2)[CH:3]=1)([CH3:18])[CH3:17].